Dataset: Peptide-MHC class II binding affinity with 134,281 pairs from IEDB. Task: Regression. Given a peptide amino acid sequence and an MHC pseudo amino acid sequence, predict their binding affinity value. This is MHC class II binding data. (1) The peptide sequence is RWFHERGYVKLEGRV. The MHC is DRB1_0901 with pseudo-sequence DRB1_0901. The binding affinity (normalized) is 0.464. (2) The peptide sequence is YHFDLSGIAFGSMAK. The MHC is DRB1_0405 with pseudo-sequence DRB1_0405. The binding affinity (normalized) is 0.206. (3) The peptide sequence is RDLLLIVTRIVELLGR. The MHC is DRB3_0101 with pseudo-sequence DRB3_0101. The binding affinity (normalized) is 0.399. (4) The peptide sequence is GFIGLCKTLGSRCVR. The MHC is DRB1_1501 with pseudo-sequence DRB1_1501. The binding affinity (normalized) is 0.537. (5) The peptide sequence is LIRKKLMTSPKWVQM. The MHC is DRB1_0301 with pseudo-sequence DRB1_0301. The binding affinity (normalized) is 0.642. (6) The peptide sequence is EAIIRILQQLLFIHF. The MHC is DRB3_0202 with pseudo-sequence DRB3_0202. The binding affinity (normalized) is 0.0779. (7) The peptide sequence is QFELYKRTDIVEVDR. The MHC is DRB1_0901 with pseudo-sequence DRB1_0901. The binding affinity (normalized) is 0.461. (8) The peptide sequence is TRGPSLRTTTVSGKL. The MHC is DRB1_1302 with pseudo-sequence DRB1_1302. The binding affinity (normalized) is 0.114. (9) The peptide sequence is KWMMAMKYPITADKR. The MHC is DRB1_0401 with pseudo-sequence DRB1_0401. The binding affinity (normalized) is 0.